From a dataset of Forward reaction prediction with 1.9M reactions from USPTO patents (1976-2016). Predict the product of the given reaction. (1) Given the reactants [CH3:1][C:2]([C:8]1[C:13](=[O:14])[C:12]([CH3:15])=[C:11]([CH3:16])[C:10](=[O:17])[C:9]=1[CH3:18])([CH3:7])[CH2:3][C:4]([OH:6])=O.ClC(OCC(C)C)=O.[NH2:27][C:28]1[CH:35]=[CH:34][C:31]([CH2:32][OH:33])=[CH:30][CH:29]=1, predict the reaction product. The product is: [OH:33][CH2:32][C:31]1[CH:34]=[CH:35][C:28]([NH:27][C:4](=[O:6])[CH2:3][C:2]([CH3:1])([C:8]2[C:13](=[O:14])[C:12]([CH3:15])=[C:11]([CH3:16])[C:10](=[O:17])[C:9]=2[CH3:18])[CH3:7])=[CH:29][CH:30]=1. (2) Given the reactants [Br:1][C:2]1[CH:7]=[CH:6][C:5]([O:8][CH3:9])=[CH:4][C:3]=1[CH:10]1[CH2:15][CH2:14][NH:13][CH2:12][CH2:11]1.C=O.O.[C:19](O)(=O)C.C(O[BH-](OC(=O)C)OC(=O)C)(=O)C.[Na+].C([O-])(O)=O.[Na+], predict the reaction product. The product is: [Br:1][C:2]1[CH:7]=[CH:6][C:5]([O:8][CH3:9])=[CH:4][C:3]=1[CH:10]1[CH2:11][CH2:12][N:13]([CH3:19])[CH2:14][CH2:15]1. (3) Given the reactants [CH3:1][N:2]1[C@@H:18]2[CH2:19][C:7]3[CH:8]=[CH:9][C:10]([O:21][CH3:22])=[C:11]4[O:12][C@H:13]5[C@@H:14]([OH:20])[CH:15]=[CH:16][C@@H:17]2[C@:5]5([C:6]=34)[CH2:4][CH2:3]1.CN1[C@@H]2CC3C=CC(OC)=C4O[C@H]5[C@@H](O)C=C[C@@H]2[C@]5(C=34)CC1.O.OP(O)(O)=O.Cl, predict the reaction product. The product is: [CH3:1][N:2]1[C@@H:18]2[CH2:19][C:7]3[CH:8]=[CH:9][C:10]([O:21][CH3:22])=[C:11]4[O:12][C@H:13]5[C:14]([CH:15]=[CH:16][C@@H:17]2[C@:5]5([C:6]=34)[CH2:4][CH2:3]1)=[O:20].